Dataset: Catalyst prediction with 721,799 reactions and 888 catalyst types from USPTO. Task: Predict which catalyst facilitates the given reaction. (1) Reactant: [N:1]1[C:9]2[CH:8]=[CH:7][N:6]=[CH:5][C:4]=2[NH:3][C:2]=1[C:10]1[C:18]2[N:17]3[CH:19]=[CH:20][CH:21]=[C:16]3[CH:15]([NH2:22])[C:14]=2[CH:13]=[CH:12][CH:11]=1.[Cl:23][C:24]1[CH:25]=[C:26]([C:33](O)=[O:34])[C:27]2[CH:32]=[CH:31][NH:30][C:28]=2[N:29]=1.Cl.CN(C)CCCN=C=NCC.ON1C2C=CC=CC=2N=N1. Product: [N:1]1[C:9]2[CH:8]=[CH:7][N:6]=[CH:5][C:4]=2[NH:3][C:2]=1[C:10]1[C:18]2[N:17]3[CH:19]=[CH:20][CH:21]=[C:16]3[CH:15]([NH:22][C:33]([C:26]3[C:27]4[CH:32]=[CH:31][NH:30][C:28]=4[N:29]=[C:24]([Cl:23])[CH:25]=3)=[O:34])[C:14]=2[CH:13]=[CH:12][CH:11]=1. The catalyst class is: 9. (2) Reactant: [N+:1]([C:4]1[CH:12]=[C:11]2[C:7]([CH:8]=[N:9][NH:10]2)=[CH:6][CH:5]=1)([O-:3])=[O:2].[OH-].[Na+].[I:15]I. Product: [I:15][C:8]1[C:7]2[C:11](=[CH:12][C:4]([N+:1]([O-:3])=[O:2])=[CH:5][CH:6]=2)[NH:10][N:9]=1. The catalyst class is: 12. (3) Reactant: [OH:1][CH:2]1[CH:6]([NH:7][C:8]([C@H:10]2[N:15]3[C:16](=[O:31])[C@@H:17]([NH:22][C:23](=[O:30])[C:24]4[CH:29]=[CH:28][CH:27]=[CH:26][CH:25]=4)[CH2:18][CH:19]=[CH:20][CH2:21][C@H:14]3[CH2:13][CH2:12][CH2:11]2)=[O:9])[CH2:5][C:4](=[O:32])[O:3]1. Product: [OH:1][CH:2]1[CH:6]([NH:7][C:8]([C@H:10]2[N:15]3[C:16](=[O:31])[C@@H:17]([NH:22][C:23](=[O:30])[C:24]4[CH:25]=[CH:26][CH:27]=[CH:28][CH:29]=4)[CH2:18][CH2:19][CH2:20][CH2:21][C@H:14]3[CH2:13][CH2:12][CH2:11]2)=[O:9])[CH2:5][C:4](=[O:32])[O:3]1. The catalyst class is: 99. (4) Reactant: [NH2:1][C:2]1[NH:6][N:5]=[CH:4][C:3]=1[C:7]#[N:8].[CH3:9][O:10][C:11]1[CH:19]=[C:18]2[C:14]([CH2:15][CH2:16][CH2:17]2)=[CH:13][C:12]=1[CH:20]=O.[CH:22]1([N+:27]#[C-:28])[CH2:26][CH2:25][CH2:24][CH2:23]1.Cl(O)(=O)(=O)=O. Product: [CH:22]1([NH:27][C:28]2[N:6]3[N:5]=[CH:4][C:3]([C:7]#[N:8])=[C:2]3[NH:1][C:20]=2[C:12]2[CH:13]=[C:14]3[C:18](=[CH:19][C:11]=2[O:10][CH3:9])[CH2:17][CH2:16][CH2:15]3)[CH2:26][CH2:25][CH2:24][CH2:23]1. The catalyst class is: 5.